Dataset: Full USPTO retrosynthesis dataset with 1.9M reactions from patents (1976-2016). Task: Predict the reactants needed to synthesize the given product. Given the product [CH3:1][O:2][C:3]([C:5]1[C:14]([F:15])=[C:13]2[C:8]([CH2:9][C:10]([CH3:24])([CH3:23])[CH:11]([C:16]3[CH:21]=[CH:20][CH:19]=[C:18]([Br:22])[CH:17]=3)[NH:12]2)=[CH:7][CH:6]=1)=[O:4], predict the reactants needed to synthesize it. The reactants are: [CH3:1][O:2][C:3]([C:5]1[C:14]([F:15])=[C:13]2[C:8]([CH:9](O)[C:10]([CH3:24])([CH3:23])[CH:11]([C:16]3[CH:21]=[CH:20][CH:19]=[C:18]([Br:22])[CH:17]=3)[NH:12]2)=[CH:7][CH:6]=1)=[O:4].C([SiH](CC)CC)C.